This data is from Full USPTO retrosynthesis dataset with 1.9M reactions from patents (1976-2016). The task is: Predict the reactants needed to synthesize the given product. The reactants are: [CH:1]1([N:7]2[C:15](=[O:16])[C:14]3[C:9](=[CH:10][CH:11]=[CH:12][CH:13]=3)[C:8]2=[O:17])[CH2:6][CH2:5]CC=[CH:2]1.[Br:18]N1C(=O)CCC1=O.C(Cl)(Cl)Cl.Cl.[CH2:31]([OH:33])[CH3:32]. Given the product [Br:18][CH:2]1[CH:31]([OH:33])[CH2:32][CH2:5][CH2:6][CH:1]1[N:7]1[C:15](=[O:16])[C:14]2[C:9](=[CH:10][CH:11]=[CH:12][CH:13]=2)[C:8]1=[O:17], predict the reactants needed to synthesize it.